Dataset: Peptide-MHC class II binding affinity with 134,281 pairs from IEDB. Task: Regression. Given a peptide amino acid sequence and an MHC pseudo amino acid sequence, predict their binding affinity value. This is MHC class II binding data. (1) The peptide sequence is LIGNGGAGGAGGVGA. The MHC is DRB1_1302 with pseudo-sequence DRB1_1302. The binding affinity (normalized) is 0.201. (2) The peptide sequence is DQRGSGQVVTYALNT. The MHC is HLA-DQA10501-DQB10303 with pseudo-sequence HLA-DQA10501-DQB10303. The binding affinity (normalized) is 0.346. (3) The peptide sequence is LRPTFDTRLMRLEDE. The MHC is DRB1_0101 with pseudo-sequence DRB1_0101. The binding affinity (normalized) is 0.224. (4) The binding affinity (normalized) is 0.549. The peptide sequence is RTKYTATISGLKPGV. The MHC is DRB1_0401 with pseudo-sequence DRB1_0401. (5) The peptide sequence is TFRGRVLDMFRTAFG. The MHC is H-2-IEd with pseudo-sequence QEFFIASGAAVDAVMEVSFEFYDIDASTYHISFL. The binding affinity (normalized) is 0.510. (6) The MHC is DRB1_0802 with pseudo-sequence DRB1_0802. The peptide sequence is DAAFKIAATAANAAP. The binding affinity (normalized) is 0.759. (7) The peptide sequence is VNPIASTNDDEVLIE. The MHC is DRB1_0701 with pseudo-sequence DRB1_0701. The binding affinity (normalized) is 0.316. (8) The peptide sequence is EAMSQANSAILMQR. The MHC is DRB1_0405 with pseudo-sequence DRB1_0405. The binding affinity (normalized) is 0.214. (9) The peptide sequence is TALKKAITAMSEAQK. The MHC is DRB1_1302 with pseudo-sequence DRB1_1302. The binding affinity (normalized) is 0.201.